Dataset: Full USPTO retrosynthesis dataset with 1.9M reactions from patents (1976-2016). Task: Predict the reactants needed to synthesize the given product. (1) Given the product [NH2:50][C@H:51]([C:56]([OH:58])=[O:57])[CH2:52][CH2:53][C:59]([OH:62])=[O:61], predict the reactants needed to synthesize it. The reactants are: O=C[C@@H]([C@H]([C@@H]([C@@H](CO)O)O)O)O.S([O-])([O-])(=O)=O.[NH4+].[NH4+].OP([O-])(O)=O.[K+].[O-]S([O-])(=O)=O.[Mg+2].CC1[N+](CC2C=NC(C)=NC=2N)=CSC=1CCO.[NH2:50][C@H:51]([C:56]([OH:58])=[O:57])[C@H:52](CC)[CH3:53].[C:59]([O-:62])([O-:61])=O.[Ca+2]. (2) Given the product [F:2][C:3]1[CH:8]=[C:7]([O:9][C:10]([F:13])([F:12])[F:11])[CH:6]=[CH:5][C:4]=1[CH:14]1[CH2:19][CH:18]([C:20]([O:22][CH3:23])=[O:21])[CH2:17][CH2:16][N:15]1[C:33]([O:34][CH3:35])=[O:36], predict the reactants needed to synthesize it. The reactants are: Cl.[F:2][C:3]1[CH:8]=[C:7]([O:9][C:10]([F:13])([F:12])[F:11])[CH:6]=[CH:5][C:4]=1[CH:14]1[CH2:19][CH:18]([C:20]([O:22][CH3:23])=[O:21])[CH2:17][CH2:16][NH:15]1.CCN(C(C)C)C(C)C.[C:33](Cl)(=[O:36])[O:34][CH3:35].Cl. (3) Given the product [Cl:15][C:16]1[CH:21]=[CH:20][CH:19]=[C:18]([O:22][CH3:23])[C:17]=1[C:2]1[CH:7]=[CH:6][CH:5]=[CH:4][C:3]=1[CH3:8], predict the reactants needed to synthesize it. The reactants are: Br[C:2]1[CH:7]=[CH:6][CH:5]=[CH:4][C:3]=1[CH3:8].C(=O)([O-])[O-].[Na+].[Na+].[Cl:15][C:16]1[CH:21]=[CH:20][CH:19]=[C:18]([O:22][CH3:23])[C:17]=1B(O)O. (4) Given the product [CH3:46][Si:47]([CH3:52])([CH3:51])[CH2:48][CH2:49][O:50][C:44]([NH:41][C:21]1[N:36]=[CH:35][C:24]2[N:25]([CH:32]([CH3:34])[CH3:33])[C:26]3[C:31]([C:23]=2[C:22]=1[CH2:37][CH3:38])=[CH:30][CH:29]=[CH:28][CH:27]=3)=[O:8], predict the reactants needed to synthesize it. The reactants are: C1(P(N=[N+]=[N-])(C2C=CC=CC=2)=[O:8])C=CC=CC=1.C([C:21]1[N:36]=[CH:35][C:24]2[N:25]([CH:32]([CH3:34])[CH3:33])[C:26]3[C:31]([C:23]=2[C:22]=1[CH2:37][CH3:38])=[CH:30][CH:29]=[CH:28][CH:27]=3)(O)=O.C([N:41]([CH2:44]C)CC)C.[CH3:46][Si:47]([CH3:52])([CH3:51])[CH2:48][CH2:49][OH:50]. (5) Given the product [O:4]1[C:5]2([CH2:10][CH2:9][CH:8]([C:11]3[CH:12]=[CH:13][C:14](=[O:17])[N:15]([CH2:18][CH3:19])[CH:16]=3)[CH2:7][CH2:6]2)[O:1][CH2:2][CH2:3]1, predict the reactants needed to synthesize it. The reactants are: [O:1]1[C:5]2([CH2:10][CH2:9][C:8]([C:11]3[CH:12]=[CH:13][C:14](=[O:17])[NH:15][CH:16]=3)=[CH:7][CH2:6]2)[O:4][CH2:3][CH2:2]1.[CH2:18](I)[CH3:19]. (6) Given the product [Cl:25][C:18]1[N:19]=[CH:20][C:21]2[NH:22][C:3](=[O:2])[C:5]3([CH2:8][CH2:7][CH2:6]3)[CH2:9][N:10]([CH:11]3[CH2:15][CH2:14][CH2:13][CH2:12]3)[C:16]=2[N:17]=1, predict the reactants needed to synthesize it. The reactants are: C[O:2][C:3]([C:5]1([CH2:9][N:10]([C:16]2[C:21]([N+:22]([O-])=O)=[CH:20][N:19]=[C:18]([Cl:25])[N:17]=2)[CH:11]2[CH2:15][CH2:14][CH2:13][CH2:12]2)[CH2:8][CH2:7][CH2:6]1)=O.[NH4+].[Cl-]. (7) Given the product [Cl:29][C:27]1[N:28]=[C:24]([N:21]2[CH2:20][CH2:19][O:18][CH2:23][CH2:22]2)[S:25][C:26]=1[C:13]1[N:8]2[N:9]=[C:10]([CH3:12])[CH:11]=[C:6]([CH:3]([CH2:4][CH3:5])[CH2:1][CH3:2])[C:7]2=[N:15][C:14]=1[CH3:16], predict the reactants needed to synthesize it. The reactants are: [CH2:1]([CH:3]([C:6]1[C:7]2[N:8]([C:13](I)=[C:14]([CH3:16])[N:15]=2)[N:9]=[C:10]([CH3:12])[CH:11]=1)[CH2:4][CH3:5])[CH3:2].[O:18]1[CH2:23][CH2:22][N:21]([C:24]2[S:25][CH:26]=[C:27]([Cl:29])[N:28]=2)[CH2:20][CH2:19]1.C(=O)([O-])[O-].[Cs+].[Cs+].